This data is from Reaction yield outcomes from USPTO patents with 853,638 reactions. The task is: Predict the reaction yield, written as a fraction of the theoretical maximum amount of product (1.0 means a 100% yield; for example, 0.34 means a 34% yield). (1) The reactants are [F:1][C:2]1[C:3]2[S:20][CH:19]=[CH:18][C:4]=2[N:5]([CH2:10][O:11][CH2:12][CH2:13][Si:14]([CH3:17])([CH3:16])[CH3:15])[C:6]=1[C:7]([OH:9])=[O:8].[CH3:21][Si](C=[N+]=[N-])(C)C. No catalyst specified. The product is [F:1][C:2]1[C:3]2[S:20][CH:19]=[CH:18][C:4]=2[N:5]([CH2:10][O:11][CH2:12][CH2:13][Si:14]([CH3:16])([CH3:15])[CH3:17])[C:6]=1[C:7]([O:9][CH3:21])=[O:8]. The yield is 0.00800. (2) The reactants are [N:1]1([C:6]2[CH:12]=[CH:11][C:9]([NH2:10])=[CH:8][CH:7]=2)[CH:5]=[CH:4][CH:3]=[N:2]1.C([O-])([O-])=O.[Cs+].[Cs+].Cl[C:20]1[CH:25]=[C:24]([N:26]([CH:34]2[CH2:36][CH2:35]2)C(=O)OC(C)(C)C)[N:23]2[N:37]=[C:38]([CH3:42])[C:39]([CH:40]=[O:41])=[C:22]2[N:21]=1.C1C=CC(P(C2C(C3C(P(C4C=CC=CC=4)C4C=CC=CC=4)=CC=C4C=3C=CC=C4)=C3C(C=CC=C3)=CC=2)C2C=CC=CC=2)=CC=1. The catalyst is O1CCOCC1.C([O-])(=O)C.[Pd+2].C([O-])(=O)C.CCOCC. The product is [N:1]1([C:6]2[CH:7]=[CH:8][C:9]([NH:10][C:20]3[CH:25]=[C:24]([NH:26][CH:34]4[CH2:35][CH2:36]4)[N:23]4[N:37]=[C:38]([CH3:42])[C:39]([CH:40]=[O:41])=[C:22]4[N:21]=3)=[CH:11][CH:12]=2)[CH:5]=[CH:4][CH:3]=[N:2]1. The yield is 0.230.